From a dataset of Catalyst prediction with 721,799 reactions and 888 catalyst types from USPTO. Predict which catalyst facilitates the given reaction. (1) Reactant: [CH2:1]([C:3]1[NH:4][C:5](=[O:27])[C:6]([CH2:12][C:13]2[CH:18]=[CH:17][C:16]([C:19]3[C:20]([C:25]#[N:26])=[CH:21][CH:22]=[CH:23][CH:24]=3)=[CH:15][CH:14]=2)=[C:7]([CH2:9][CH2:10][CH3:11])[N:8]=1)[CH3:2].[C:28]([O:32][C:33]1[CH:38]=[CH:37][C:36](B(O)O)=[CH:35][CH:34]=1)([CH3:31])([CH3:30])[CH3:29].C(N(CC)CC)C.N1C=CC=CC=1. Product: [C:28]([O:32][C:33]1[CH:38]=[CH:37][C:36]([N:4]2[C:5](=[O:27])[C:6]([CH2:12][C:13]3[CH:18]=[CH:17][C:16]([C:19]4[C:20]([C:25]#[N:26])=[CH:21][CH:22]=[CH:23][CH:24]=4)=[CH:15][CH:14]=3)=[C:7]([CH2:9][CH2:10][CH3:11])[N:8]=[C:3]2[CH2:1][CH3:2])=[CH:35][CH:34]=1)([CH3:31])([CH3:29])[CH3:30]. The catalyst class is: 560. (2) Reactant: [S:1]1[CH:5]=[C:4]([C:6]2[CH:7]=[C:8]([CH:14]=[CH:15][CH:16]=2)[C:9](OCC)=[O:10])[N:3]=[CH:2]1.CC(C[AlH]CC(C)C)C.[OH-].[Na+].C([O-])(O)=O.[Na+]. Product: [S:1]1[CH:5]=[C:4]([C:6]2[CH:7]=[C:8]([CH2:9][OH:10])[CH:14]=[CH:15][CH:16]=2)[N:3]=[CH:2]1. The catalyst class is: 93. (3) Reactant: [OH-].[Li+].[CH3:3][C:4]([O:7][C@H:8]([CH3:44])[C@@H:9]([C:40]([O:42]C)=[O:41])[NH:10][C:11]([C:13]1[CH:18]=[CH:17][C:16]([C:19]2[CH:24]=[CH:23][C:22]([O:25][CH3:26])=[CH:21][CH:20]=2)=[CH:15][C:14]=1[NH:27][C:28]([NH:30][C:31]1[C:36]([CH3:37])=[CH:35][C:34]([CH3:38])=[CH:33][C:32]=1[CH3:39])=[O:29])=[O:12])([CH3:6])[CH3:5].CO.O. Product: [CH3:6][C:4]([O:7][C@H:8]([CH3:44])[C@@H:9]([C:40]([OH:42])=[O:41])[NH:10][C:11]([C:13]1[CH:18]=[CH:17][C:16]([C:19]2[CH:20]=[CH:21][C:22]([O:25][CH3:26])=[CH:23][CH:24]=2)=[CH:15][C:14]=1[NH:27][C:28]([NH:30][C:31]1[C:32]([CH3:39])=[CH:33][C:34]([CH3:38])=[CH:35][C:36]=1[CH3:37])=[O:29])=[O:12])([CH3:3])[CH3:5]. The catalyst class is: 1. (4) Reactant: [Cl:1][C:2]1[CH:7]=[C:6]([NH:8][CH2:9][C:10]2[CH:18]=[CH:17][CH:16]=[C:15]3[C:11]=2[CH:12]=[N:13][N:14]3[CH:19]2[CH2:24][CH2:23][CH2:22][CH2:21][O:20]2)[C:5]([N+:25]([O-])=O)=[CH:4][N:3]=1.[Cl-].[NH4+].C(O)C. Product: [Cl:1][C:2]1[N:3]=[CH:4][C:5]([NH2:25])=[C:6]([NH:8][CH2:9][C:10]2[CH:18]=[CH:17][CH:16]=[C:15]3[C:11]=2[CH:12]=[N:13][N:14]3[CH:19]2[CH2:24][CH2:23][CH2:22][CH2:21][O:20]2)[CH:7]=1. The catalyst class is: 150. (5) Reactant: [Br:1][C:2]1[C:3]([O:10][CH3:11])=[C:4]([CH:7]=[CH:8][CH:9]=1)[C:5]#[N:6].C(=O)(O)[O-].[Na+].Cl.[NH2:18][OH:19]. Product: [Br:1][C:2]1[C:3]([O:10][CH3:11])=[C:4]([C:5](=[NH:6])[NH:18][OH:19])[CH:7]=[CH:8][CH:9]=1. The catalyst class is: 8. (6) Reactant: [CH:1]1[N:2]=[CH:3][N:4]2[C:9]=1[CH2:8][CH2:7][NH:6][C:5]2=[O:10].[CH2:11]([Br:14])[CH2:12][CH3:13]. Product: [Br-:14].[O:10]=[C:5]1[N:4]2[CH:3]=[N+:2]([CH2:11][CH2:12][CH3:13])[CH:1]=[C:9]2[CH2:8][CH2:7][NH:6]1. The catalyst class is: 10.